From a dataset of Full USPTO retrosynthesis dataset with 1.9M reactions from patents (1976-2016). Predict the reactants needed to synthesize the given product. (1) Given the product [ClH:53].[ClH:34].[CH3:33][N:29]1[CH2:28][CH:27]2[CH2:32][CH:30]1[CH2:31][N:26]2[CH:23]1[CH2:24][CH2:25][NH:20][CH2:21][CH2:22]1, predict the reactants needed to synthesize it. The reactants are: C1(N2CCC3(CCNC3)C2)CC1.C(OC([N:20]1[CH2:25][CH2:24][CH:23]([N:26]2[CH2:31][CH:30]3[CH2:32][CH:27]2[CH2:28][N:29]3[CH3:33])[CH2:22][CH2:21]1)=O)(C)(C)C.[ClH:34].[ClH:34].[CH3:33][N:29]1[CH2:28][CH:27]2[CH2:32][CH:30]1[CH2:31][N:26]2[CH:23]1[CH2:22][CH2:21][NH:20][CH2:25][CH2:24]1.C([Cl:53])(=O)C. (2) Given the product [CH2:34]([O:41][C:42]1[CH:43]=[C:44]([CH2:50][NH:51][CH2:52][CH2:53][O:54][C:55](=[O:60])[C:56]([CH3:59])([CH3:58])[CH3:57])[CH:45]=[CH:46][C:47]=1[CH:48]=[CH:7][C:3]1[S:2][CH:6]=[CH:5][CH:4]=1)[C:35]1[CH:40]=[CH:39][CH:38]=[CH:37][CH:36]=1, predict the reactants needed to synthesize it. The reactants are: [Cl-].[S:2]1[CH:6]=[CH:5][CH:4]=[C:3]1[CH2:7][P+](C1C=CC=CC=1)(C1C=CC=CC=1)C1C=CC=CC=1.[Li]C1C=CC=CC=1.[CH2:34]([O:41][C:42]1[CH:43]=[C:44]([CH2:50][NH:51][CH2:52][CH2:53][O:54][C:55](=[O:60])[C:56]([CH3:59])([CH3:58])[CH3:57])[CH:45]=[CH:46][C:47]=1[CH:48]=O)[C:35]1[CH:40]=[CH:39][CH:38]=[CH:37][CH:36]=1. (3) Given the product [C:1]1([C:7]2[N:11]([S:12]([C:15]3[CH:16]=[CH:17][CH:18]=[CH:19][CH:20]=3)(=[O:13])=[O:14])[CH:10]=[C:9]([CH:21]=[O:22])[C:8]=2[CH2:23][CH2:24][CH3:25])[CH:2]=[CH:3][CH:4]=[CH:5][CH:6]=1, predict the reactants needed to synthesize it. The reactants are: [C:1]1([C:7]2[N:11]([S:12]([C:15]3[CH:20]=[CH:19][CH:18]=[CH:17][CH:16]=3)(=[O:14])=[O:13])[CH:10]=[C:9]([CH2:21][OH:22])[C:8]=2[CH2:23][CH2:24][CH3:25])[CH:6]=[CH:5][CH:4]=[CH:3][CH:2]=1.C[N+]1([O-])CCOCC1. (4) Given the product [C:19]([C:18]1[CH:17]=[C:16]([C:21]2[C:30]3[C:25](=[CH:26][C:27]([S:31]([NH:34][C:35]4[CH:40]=[CH:39][N:38]=[CH:37][N:36]=4)(=[O:32])=[O:33])=[CH:28][CH:29]=3)[CH:24]=[CH:23][N:22]=2)[C:15]([O:41][CH3:42])=[CH:14][C:13]=1[C:4]1[CH:3]=[C:2]([F:1])[CH:7]=[C:6]([F:8])[CH:5]=1)#[N:20], predict the reactants needed to synthesize it. The reactants are: [F:1][C:2]1[CH:3]=[C:4](B(O)O)[CH:5]=[C:6]([F:8])[CH:7]=1.Cl[C:13]1[C:18]([C:19]#[N:20])=[CH:17][C:16]([C:21]2[C:30]3[C:25](=[CH:26][C:27]([S:31]([NH:34][C:35]4[CH:40]=[CH:39][N:38]=[CH:37][N:36]=4)(=[O:33])=[O:32])=[CH:28][CH:29]=3)[CH:24]=[CH:23][N:22]=2)=[C:15]([O:41][CH3:42])[CH:14]=1.P([O-])([O-])([O-])=O.[K+].[K+].[K+].Cl. (5) Given the product [CH3:18][Si:17]([CH3:20])([CH3:19])[C:16]#[C:15][CH2:14][N:1]1[CH:5]=[C:4]([C:6]([O:8][CH2:9][CH3:10])=[O:7])[CH:3]=[N:2]1, predict the reactants needed to synthesize it. The reactants are: [NH:1]1[CH:5]=[C:4]([C:6]([O:8][CH2:9][CH3:10])=[O:7])[CH:3]=[N:2]1.[H-].[Na+].Br[CH2:14][C:15]#[C:16][Si:17]([CH3:20])([CH3:19])[CH3:18]. (6) Given the product [CH3:10][O:9][C:3]1[CH:4]=[C:5]([OH:8])[CH:6]=[CH:7][C:2]=1[B:11]1[O:15][C:14]([CH3:17])([CH3:16])[C:13]([CH3:19])([CH3:18])[O:12]1, predict the reactants needed to synthesize it. The reactants are: Br[C:2]1[CH:7]=[CH:6][C:5]([OH:8])=[CH:4][C:3]=1[O:9][CH3:10].[B:11]1([B:11]2[O:15][C:14]([CH3:17])([CH3:16])[C:13]([CH3:19])([CH3:18])[O:12]2)[O:15][C:14]([CH3:17])([CH3:16])[C:13]([CH3:19])([CH3:18])[O:12]1.C([O-])(=O)C.[K+]. (7) Given the product [CH:22]1([C:11]2[CH:10]=[CH:9][C:6]([CH:7]=[O:8])=[CH:5][C:4]=2[O:3][CH2:1][CH3:2])[CH2:17][CH2:16]1, predict the reactants needed to synthesize it. The reactants are: [CH2:1]([O:3][C:4]1[CH:5]=[C:6]([CH:9]=[CH:10][C:11]=1I)[CH:7]=[O:8])[CH3:2].C(O[C:16](=O)[C:17]1[CH:22]=CC(I)=C(OCC)C=1)C.CC(C[AlH]CC(C)C)C. (8) Given the product [NH:23]1[C:31]2[C:26](=[C:27]([C:2]3[N:3]=[C:4]([N:17]4[CH2:22][CH2:21][O:20][CH2:19][CH2:18]4)[C:5]4[S:10][C:9]([CH2:11][N:12]([CH3:16])[C:13](=[O:15])[CH3:14])=[CH:8][C:6]=4[N:7]=3)[CH:28]=[CH:29][CH:30]=2)[CH:25]=[CH:24]1, predict the reactants needed to synthesize it. The reactants are: Cl[C:2]1[N:3]=[C:4]([N:17]2[CH2:22][CH2:21][O:20][CH2:19][CH2:18]2)[C:5]2[S:10][C:9]([CH2:11][N:12]([CH3:16])[C:13](=[O:15])[CH3:14])=[CH:8][C:6]=2[N:7]=1.[NH:23]1[C:31]2[C:26](=[CH:27][CH:28]=[CH:29][CH:30]=2)[CH:25]=[C:24]1B(O)O. (9) Given the product [CH2:1]([C:3]1[CH:8]=[C:7]([CH3:9])[CH:6]=[C:5]([CH2:10][CH3:11])[C:4]=1[CH:6]1[C:7](=[O:15])[CH2:8][CH:3]([CH:1]2[CH2:20][CH2:21][O:22][CH2:23][CH2:2]2)[CH2:4][C:5]1=[O:16])[CH3:2], predict the reactants needed to synthesize it. The reactants are: [CH2:1]([C:3]1[CH:8]=[C:7]([CH3:9])[CH:6]=[C:5]([CH2:10][CH3:11])[C:4]=1B(O)O)[CH3:2].[OH2:15].[OH-:16].[Li+].CO[CH2:20][CH2:21][O:22][CH3:23].